This data is from Peptide-MHC class II binding affinity with 134,281 pairs from IEDB. The task is: Regression. Given a peptide amino acid sequence and an MHC pseudo amino acid sequence, predict their binding affinity value. This is MHC class II binding data. The peptide sequence is PDTTCSEIEEFRDRA. The MHC is DRB1_1201 with pseudo-sequence DRB1_1201. The binding affinity (normalized) is 0.